This data is from NCI-60 drug combinations with 297,098 pairs across 59 cell lines. The task is: Regression. Given two drug SMILES strings and cell line genomic features, predict the synergy score measuring deviation from expected non-interaction effect. (1) Cell line: SW-620. Drug 2: C1CC(CNC1)C2=CC=C(C=C2)N3C=C4C=CC=C(C4=N3)C(=O)N. Drug 1: CCC1=CC2CC(C3=C(CN(C2)C1)C4=CC=CC=C4N3)(C5=C(C=C6C(=C5)C78CCN9C7C(C=CC9)(C(C(C8N6C)(C(=O)OC)O)OC(=O)C)CC)OC)C(=O)OC. Synergy scores: CSS=59.1, Synergy_ZIP=-2.11, Synergy_Bliss=-4.71, Synergy_Loewe=-4.38, Synergy_HSA=1.69. (2) Drug 1: CC=C1C(=O)NC(C(=O)OC2CC(=O)NC(C(=O)NC(CSSCCC=C2)C(=O)N1)C(C)C)C(C)C. Drug 2: C1=CC=C(C=C1)NC(=O)CCCCCCC(=O)NO. Cell line: TK-10. Synergy scores: CSS=37.3, Synergy_ZIP=-4.60, Synergy_Bliss=-2.86, Synergy_Loewe=-19.7, Synergy_HSA=-0.106. (3) Drug 1: C1=C(C(=O)NC(=O)N1)N(CCCl)CCCl. Drug 2: CC1=CC=C(C=C1)C2=CC(=NN2C3=CC=C(C=C3)S(=O)(=O)N)C(F)(F)F. Cell line: SK-MEL-2. Synergy scores: CSS=9.32, Synergy_ZIP=-6.08, Synergy_Bliss=-4.49, Synergy_Loewe=-5.60, Synergy_HSA=-4.84.